From a dataset of Forward reaction prediction with 1.9M reactions from USPTO patents (1976-2016). Predict the product of the given reaction. (1) Given the reactants [CH3:1][N:2]1[C:10]2[CH:9]=[CH:8][CH:7]=[C:6]3[CH2:11][CH2:12][N:13]([C:15]([O:17][C:18]([CH3:21])([CH3:20])[CH3:19])=[O:16])[CH2:14][CH:4]([C:5]=23)[CH2:3]1.C(#N)C.[Cl:25]N1C(=O)CCC1=O, predict the reaction product. The product is: [Cl:25][C:7]1[CH:8]=[CH:9][C:10]2[N:2]([CH3:1])[CH2:3][CH:4]3[CH2:14][N:13]([C:15]([O:17][C:18]([CH3:21])([CH3:20])[CH3:19])=[O:16])[CH2:12][CH2:11][C:6]=1[C:5]=23. (2) The product is: [NH:36]([C:22]([C@H:19]1[N:16]2[C:17](=[O:18])[C:12]([N:11]([CH2:25][C:26]3[CH:31]=[CH:30][CH:29]=[C:28]([C:32]([F:34])([F:33])[F:35])[CH:27]=3)[C:9](=[O:10])[O:8][CH2:1][C:2]3[CH:3]=[CH:4][CH:5]=[CH:6][CH:7]=3)=[CH:13][N:14]=[C:15]2[CH2:21][CH2:20]1)=[O:24])[C:37]1[CH:42]=[CH:41][CH:40]=[CH:39][CH:38]=1. Given the reactants [CH2:1]([O:8][C:9]([N:11]([CH2:25][C:26]1[CH:31]=[CH:30][CH:29]=[C:28]([C:32]([F:35])([F:34])[F:33])[CH:27]=1)[C:12]1[C:17](=[O:18])[N:16]2[C@H:19]([C:22]([OH:24])=O)[CH2:20][CH2:21][C:15]2=[N:14][CH:13]=1)=[O:10])[C:2]1[CH:7]=[CH:6][CH:5]=[CH:4][CH:3]=1.[NH2:36][C:37]1[CH:42]=[CH:41][CH:40]=[CH:39][CH:38]=1.C1C=NC2N(O)N=NC=2C=1.C([O-])(O)=O.[Na+].CCN=C=NCCCN(C)C, predict the reaction product. (3) The product is: [CH2:14]([NH:18][C:2]1[N:7]=[C:6]([NH:8][CH3:9])[N:5]=[C:4]([NH:10][CH2:11][C:12]#[CH:13])[N:3]=1)[CH2:15][CH2:16][CH3:17]. Given the reactants Cl[C:2]1[N:7]=[C:6]([NH:8][CH3:9])[N:5]=[C:4]([NH:10][CH2:11][C:12]#[CH:13])[N:3]=1.[CH2:14]([NH2:18])[CH2:15][CH2:16][CH3:17].C(NC1N=C(NC)N=C(NCC#C)N=1)C, predict the reaction product. (4) Given the reactants [CH3:1][C:2]1[O:3][C:4]2[C:13]3[C:12](=[CH:14][CH2:15][NH:16][C:17](=[O:19])[CH3:18])[CH2:11][CH2:10][C:9]=3[CH:8]=[CH:7][C:5]=2[N:6]=1, predict the reaction product. The product is: [CH3:1][C:2]1[O:3][C:4]2[C:13]3[CH:12]([CH2:14][CH2:15][NH:16][C:17](=[O:19])[CH3:18])[CH2:11][CH2:10][C:9]=3[CH:8]=[CH:7][C:5]=2[N:6]=1. (5) Given the reactants [CH3:1][N:2]([CH3:12])[S:3]([CH:6]1[CH2:11][CH2:10][NH:9][CH2:8][CH2:7]1)(=[O:5])=[O:4].[H-].[Na+].[Br:15][C:16]1[CH:25]=[C:24]2[C:19]([N:20](Cl)[CH2:21][CH:22]=[N:23]2)=[CH:18][CH:17]=1.O, predict the reaction product. The product is: [Br:15][C:16]1[CH:25]=[C:24]2[C:19]([N:20]=[CH:21][C:22]([N:9]3[CH2:8][CH2:7][CH:6]([S:3]([N:2]([CH3:12])[CH3:1])(=[O:5])=[O:4])[CH2:11][CH2:10]3)=[N:23]2)=[CH:18][CH:17]=1. (6) Given the reactants FC(F)(F)C1C=C(NC(=O)NC2C=CC(C3SC(CCC(O)=O)=NC=3)=CC=2)C=CC=1.[F:31][C:32]([F:69])([F:68])[C:33]1[CH:34]=[C:35]([NH:39][C:40](=[O:67])[NH:41][C:42]2[CH:47]=[CH:46][C:45]([C:48]3[S:52][C:51]([C:53]45[CH2:62][CH:57]6[CH2:58][CH:59]([CH2:61][C:55]([C:63]([O:65]C)=[O:64])([CH2:56]6)[CH2:54]4)[CH2:60]5)=[N:50][CH:49]=3)=[CH:44][CH:43]=2)[CH:36]=[CH:37][CH:38]=1, predict the reaction product. The product is: [F:69][C:32]([F:31])([F:68])[C:33]1[CH:34]=[C:35]([NH:39][C:40](=[O:67])[NH:41][C:42]2[CH:43]=[CH:44][C:45]([C:48]3[S:52][C:51]([C:53]45[CH2:60][CH:59]6[CH2:58][CH:57]([CH2:56][C:55]([C:63]([OH:65])=[O:64])([CH2:61]6)[CH2:54]4)[CH2:62]5)=[N:50][CH:49]=3)=[CH:46][CH:47]=2)[CH:36]=[CH:37][CH:38]=1. (7) Given the reactants [Cl:1][C:2]1[CH:7]=[CH:6][N:5]=[CH:4][CH:3]=1.C([N-]C(C)C)(C)C.[Li+].C([Li])CCC.C(NC(C)C)(C)C.CN([CH:31]=[O:32])C, predict the reaction product. The product is: [Cl:1][C:2]1[C:7]([CH:31]=[O:32])=[CH:6][N:5]=[CH:4][CH:3]=1.